Dataset: Forward reaction prediction with 1.9M reactions from USPTO patents (1976-2016). Task: Predict the product of the given reaction. (1) The product is: [CH3:36][N:35]1[C:30]2=[N:31][CH:32]=[CH:33][CH:34]=[C:29]2[CH:28]=[C:27]1[C:2]#[C:1][C:3]1[N:7]2[CH:8]=[C:9]([C:12]3[CH:13]=[CH:14][C:15]([C:18]([N:20]4[CH2:21][CH2:22][O:23][CH2:24][CH2:25]4)=[O:19])=[CH:16][CH:17]=3)[CH:10]=[CH:11][C:6]2=[N:5][CH:4]=1. Given the reactants [C:1]([C:3]1[N:7]2[CH:8]=[C:9]([C:12]3[CH:17]=[CH:16][C:15]([C:18]([N:20]4[CH2:25][CH2:24][O:23][CH2:22][CH2:21]4)=[O:19])=[CH:14][CH:13]=3)[CH:10]=[CH:11][C:6]2=[N:5][CH:4]=1)#[CH:2].I[C:27]1[N:35]([CH3:36])[C:30]2=[N:31][CH:32]=[CH:33][CH:34]=[C:29]2[CH:28]=1, predict the reaction product. (2) Given the reactants BrBr.[Br:3][C:4]1[CH:9]=[CH:8][C:7]([C:10](=[O:19])[CH2:11][CH2:12][CH:13]2[O:18][CH2:17][CH2:16][CH2:15][O:14]2)=[CH:6][CH:5]=1.[C:20]([N:27]1[CH2:34][CH2:33][CH2:32][C@H:28]1[C:29]([OH:31])=[O:30])([O:22][C:23]([CH3:26])([CH3:25])[CH3:24])=[O:21].CCN(C(C)C)C(C)C, predict the reaction product. The product is: [N:27]1([C:20]([O:22][C:23]([CH3:26])([CH3:25])[CH3:24])=[O:21])[CH2:34][CH2:33][CH2:32][CH:28]1[C:29]([O:31][CH:11]([CH2:12][CH:13]1[O:14][CH2:15][CH2:16][CH2:17][O:18]1)[C:10]([C:7]1[CH:8]=[CH:9][C:4]([Br:3])=[CH:5][CH:6]=1)=[O:19])=[O:30].